This data is from Reaction yield outcomes from USPTO patents with 853,638 reactions. The task is: Predict the reaction yield, written as a fraction of the theoretical maximum amount of product (1.0 means a 100% yield; for example, 0.34 means a 34% yield). The reactants are [F:1][C:2]1[CH:3]=[C:4]([CH:6]=[CH:7][CH:8]=1)[NH2:5].[OH-].[Na+].[Cl:11][CH2:12][C:13](Cl)=[O:14]. The catalyst is C(Cl)Cl.O. The product is [Cl:11][CH2:12][C:13]([NH:5][C:4]1[CH:6]=[CH:7][CH:8]=[C:2]([F:1])[CH:3]=1)=[O:14]. The yield is 0.930.